This data is from Full USPTO retrosynthesis dataset with 1.9M reactions from patents (1976-2016). The task is: Predict the reactants needed to synthesize the given product. Given the product [CH2:1]([CH:3]1[C:7](=[O:8])[N:6]([C@@H:9]([C:11]2[CH:16]=[CH:15][CH:14]=[CH:13][CH:12]=2)[CH3:10])[CH2:5][C:4]1([C:18]([OH:20])=[O:19])[CH3:17])[CH3:2], predict the reactants needed to synthesize it. The reactants are: [CH2:1]([CH:3]1[C:7](=[O:8])[N:6]([C@@H:9]([C:11]2[CH:16]=[CH:15][CH:14]=[CH:13][CH:12]=2)[CH3:10])[CH2:5][C:4]1([C:18]([O:20]C)=[O:19])[CH3:17])[CH3:2].[OH-].[Na+].